Dataset: Forward reaction prediction with 1.9M reactions from USPTO patents (1976-2016). Task: Predict the product of the given reaction. (1) Given the reactants [CH3:1][N:2]([C@H:10]1[CH2:14][CH2:13][O:12][CH2:11]1)[CH2:3]/[CH:4]=[CH:5]/[C:6]([O:8]C)=[O:7].O.[OH-].[Li+].Cl, predict the reaction product. The product is: [CH3:1][N:2]([C@H:10]1[CH2:14][CH2:13][O:12][CH2:11]1)[CH2:3]/[CH:4]=[CH:5]/[C:6]([OH:8])=[O:7]. (2) Given the reactants [N:1]1([C:6]2[CH:12]=[CH:11][C:9]([NH2:10])=[CH:8][CH:7]=2)[CH:5]=[CH:4][N:3]=[CH:2]1.C(N(CC)CC)C.[Cl-].ClC1N(C)CC[NH+]1C.[CH3:29][O:30][C:31]1[C:32](=[O:55])[C:33]([CH3:54])=[C:34]([CH2:40][C:41]2[CH:42]=[CH:43][C:44]([O:50][C:51](=[O:53])[CH3:52])=[C:45]([CH:49]=2)[C:46](O)=[O:47])[C:35](=[O:39])[C:36]=1[O:37][CH3:38], predict the reaction product. The product is: [CH3:29][O:30][C:31]1[C:32](=[O:55])[C:33]([CH3:54])=[C:34]([CH2:40][C:41]2[CH:42]=[CH:43][C:44]([O:50][C:51](=[O:53])[CH3:52])=[C:45]([CH:49]=2)[C:46]([NH:10][C:9]2[CH:11]=[CH:12][C:6]([N:1]3[CH:5]=[CH:4][N:3]=[CH:2]3)=[CH:7][CH:8]=2)=[O:47])[C:35](=[O:39])[C:36]=1[O:37][CH3:38]. (3) Given the reactants [C:1]([NH:4][CH2:5][C:6]1[CH:42]=[CH:41][CH:40]=[CH:39][C:7]=1[O:8][C:9]1[CH:14]=[CH:13][CH:12]=[CH:11][C:10]=1[CH2:15][CH2:16][C:17]([N:19]1[CH2:24][CH2:23][N:22](C(OC(C)(C)C)=O)[CH2:21][C@H:20]1[CH2:32][C:33]1[CH:38]=[CH:37][CH:36]=[CH:35][CH:34]=1)=[O:18])(=[O:3])[CH3:2].FC(F)(F)C(O)=O, predict the reaction product. The product is: [CH2:32]([C@@H:20]1[CH2:21][NH:22][CH2:23][CH2:24][N:19]1[C:17](=[O:18])[CH2:16][CH2:15][C:10]1[CH:11]=[CH:12][CH:13]=[CH:14][C:9]=1[O:8][C:7]1[CH:39]=[CH:40][CH:41]=[CH:42][C:6]=1[CH2:5][NH:4][C:1](=[O:3])[CH3:2])[C:33]1[CH:38]=[CH:37][CH:36]=[CH:35][CH:34]=1. (4) Given the reactants [F:1][CH2:2][C:3]1([CH2:18][F:19])[CH2:8][C:7](=[O:9])[C:6]2[CH:10]=[C:11]([C:14]([F:17])([F:16])[F:15])[CH:12]=[CH:13][C:5]=2[O:4]1.C(C1C=C(C)C=C(C(C)(C)C)N=1)(C)(C)C.[F:35][C:36]([F:49])([F:48])[S:37](O[S:37]([C:36]([F:49])([F:48])[F:35])(=[O:39])=[O:38])(=[O:39])=[O:38], predict the reaction product. The product is: [F:19][CH2:18][C:3]1([CH2:2][F:1])[CH:8]=[C:7]([O:9][S:37]([C:36]([F:49])([F:48])[F:35])(=[O:39])=[O:38])[C:6]2[CH:10]=[C:11]([C:14]([F:17])([F:15])[F:16])[CH:12]=[CH:13][C:5]=2[O:4]1. (5) Given the reactants [NH2:1][C:2]1[CH:3]=[C:4]([OH:12])[C:5](=[CH:10][CH:11]=1)[C:6]([O:8][CH3:9])=[O:7].[Br:13][C:14]1[CH:15]=[C:16]([CH:22]=[CH:23][CH:24]=1)[CH2:17][S:18](Cl)(=[O:20])=[O:19], predict the reaction product. The product is: [Br:13][C:14]1[CH:15]=[C:16]([CH:22]=[CH:23][CH:24]=1)[CH2:17][S:18]([NH:1][C:2]1[CH:11]=[CH:10][C:5]([C:6]([O:8][CH3:9])=[O:7])=[C:4]([OH:12])[CH:3]=1)(=[O:20])=[O:19].